Dataset: Reaction yield outcomes from USPTO patents with 853,638 reactions. Task: Predict the reaction yield, written as a fraction of the theoretical maximum amount of product (1.0 means a 100% yield; for example, 0.34 means a 34% yield). (1) The reactants are [CH2:1]([O:3][C:4]([C:6]1[CH:10]=[CH:9][NH:8][C:7]=1[C:11]1[CH:16]=[CH:15][CH:14]=[CH:13][CH:12]=1)=[O:5])[CH3:2].C(N(CC)CC)C.[C:24]([O:28][C:29](O[C:29]([O:28][C:24]([CH3:27])([CH3:26])[CH3:25])=[O:30])=[O:30])([CH3:27])([CH3:26])[CH3:25]. The yield is 0.860. The catalyst is C(#N)C. The product is [CH2:1]([O:3][C:4]([C:6]1[CH:10]=[CH:9][N:8]([C:29]([O:28][C:24]([CH3:27])([CH3:26])[CH3:25])=[O:30])[C:7]=1[C:11]1[CH:16]=[CH:15][CH:14]=[CH:13][CH:12]=1)=[O:5])[CH3:2]. (2) The reactants are C(OC([NH:8][CH2:9][CH:10]1[CH2:15][CH2:14][N:13]([CH2:16][C:17]2([C:22]([O:24][CH3:25])=[O:23])[CH2:21][CH2:20][CH2:19][CH2:18]2)[CH2:12][CH2:11]1)=O)(C)(C)C. The yield is 1.00. The catalyst is C(Cl)Cl.FC(F)(F)C(O)=O. The product is [NH2:8][CH2:9][CH:10]1[CH2:15][CH2:14][N:13]([CH2:16][C:17]2([C:22]([O:24][CH3:25])=[O:23])[CH2:21][CH2:20][CH2:19][CH2:18]2)[CH2:12][CH2:11]1. (3) The reactants are [C:1]([C:4]1[S:8][C:7]([N:9]2[CH2:13][CH2:12][N:11]([CH2:14][C:15]3[CH:20]=[CH:19][C:18]([C:21]([F:24])([F:23])[F:22])=[CH:17][CH:16]=3)[C:10]2=[O:25])=[N:6][C:5]=1[CH3:26])(=[O:3])[CH3:2].CO[C:29](OC)([N:31]([CH3:33])[CH3:32])[CH3:30]. The catalyst is CN(C)C(=O)C. The product is [CH3:32][N:31]([CH3:33])/[C:29](/[CH3:30])=[CH:2]/[C:1]([C:4]1[S:8][C:7]([N:9]2[CH2:13][CH2:12][N:11]([CH2:14][C:15]3[CH:20]=[CH:19][C:18]([C:21]([F:22])([F:24])[F:23])=[CH:17][CH:16]=3)[C:10]2=[O:25])=[N:6][C:5]=1[CH3:26])=[O:3]. The yield is 0.900. (4) The reactants are [CH3:1][C:2]1[C:10]([O:11][CH:12]2[CH2:17][CH2:16][CH2:15][NH:14][CH2:13]2)=[CH:9][CH:8]=[C:7]2[C:3]=1[CH:4]=[N:5][NH:6]2.C=O.[C:20]([BH3-])#N.[Na+].[OH-].[Na+]. The catalyst is CO.C(O)(=O)C. The product is [CH3:1][C:2]1[C:10]([O:11][CH:12]2[CH2:17][CH2:16][CH2:15][N:14]([CH3:20])[CH2:13]2)=[CH:9][CH:8]=[C:7]2[C:3]=1[CH:4]=[N:5][NH:6]2. The yield is 0.700. (5) The reactants are [CH:1]1([C:4]2[C:5]([N:25]([S:34]([CH3:37])(=[O:36])=[O:35])[CH2:26][CH2:27][CH2:28]/[C:29](=[N:32]/[H])/[NH:30][OH:31])=[CH:6][C:7]3[O:11][C:10]([C:12]4[CH:17]=[CH:16][C:15]([F:18])=[CH:14][CH:13]=4)=[C:9]([C:19]4[NH:20][CH:21]=[CH:22][N:23]=4)[C:8]=3[CH:24]=2)[CH2:3][CH2:2]1.[C:38](N1C=CN=C1)([N:40]1[CH:44]=[CH:43][N:42]=[CH:41]1)=[S:39].C(OCC)(=O)C. The catalyst is O1CCCC1. The product is [N:40]1([C:38]([O:31]/[N:30]=[C:29](\[NH2:32])/[CH2:28][CH2:27][CH2:26][N:25]([C:5]2[C:4]([CH:1]3[CH2:2][CH2:3]3)=[CH:24][C:8]3[C:9]([C:19]4[NH:20][CH:21]=[CH:22][N:23]=4)=[C:10]([C:12]4[CH:17]=[CH:16][C:15]([F:18])=[CH:14][CH:13]=4)[O:11][C:7]=3[CH:6]=2)[S:34]([CH3:37])(=[O:36])=[O:35])=[S:39])[CH:44]=[CH:43][N:42]=[CH:41]1. The yield is 1.00. (6) The reactants are [C:1]1([C:7]([C:9]2[S:10][CH:11]=[CH:12][CH:13]=2)=[O:8])[CH:6]=[CH:5][CH:4]=[CH:3][CH:2]=1.[BH4-].[Na+].O. The catalyst is C1COCC1.C(OCC)(=O)C. The product is [C:1]1([CH:7]([C:9]2[S:10][CH:11]=[CH:12][CH:13]=2)[OH:8])[CH:2]=[CH:3][CH:4]=[CH:5][CH:6]=1. The yield is 1.00. (7) The reactants are [CH3:1][CH:2]([N:4]1[C:12](/[CH:13]=[CH:14]/[C@H:15]([OH:24])[CH2:16][C@H:17]([OH:23])[CH2:18][C:19]([O:21]C)=[O:20])=[C:11]([C:25]2[CH:30]=[CH:29][C:28]([F:31])=[CH:27][CH:26]=2)[C:10]2[C:5]1=[CH:6][CH:7]=[CH:8][CH:9]=2)[CH3:3].[OH-].[Na+:33]. The catalyst is C(#N)C.O. The product is [CH3:3][CH:2]([N:4]1[C:12](/[CH:13]=[CH:14]/[CH:15]([OH:24])[CH2:16][CH:17]([OH:23])[CH2:18][C:19]([O-:21])=[O:20])=[C:11]([C:25]2[CH:26]=[CH:27][C:28]([F:31])=[CH:29][CH:30]=2)[C:10]2[CH:9]=[CH:8][CH:7]=[CH:6][C:5]1=2)[CH3:1].[Na+:33]. The yield is 0.822.